From a dataset of Full USPTO retrosynthesis dataset with 1.9M reactions from patents (1976-2016). Predict the reactants needed to synthesize the given product. (1) Given the product [C:25]([OH:31])([C:27]([F:30])([F:29])[F:28])=[O:26].[Cl:24][C:23]1[C:18]([N:2]2[CH2:7][CH2:6][C:5]3([C:15]4[C:10](=[CH:11][CH:12]=[CH:13][CH:14]=4)[NH:9][C:8]3=[O:16])[CH2:4][CH2:3]2)=[N:19][CH:20]=[CH:21][CH:22]=1, predict the reactants needed to synthesize it. The reactants are: Cl.[NH:2]1[CH2:7][CH2:6][C:5]2([C:15]3[C:10](=[CH:11][CH:12]=[CH:13][CH:14]=3)[NH:9][C:8]2=[O:16])[CH2:4][CH2:3]1.Cl[C:18]1[C:23]([Cl:24])=[CH:22][CH:21]=[CH:20][N:19]=1.[C:25]([OH:31])([C:27]([F:30])([F:29])[F:28])=[O:26]. (2) Given the product [C:1]([C:3]1[C:8]([N:12]2[CH2:17][CH2:16][C:15](=[O:18])[CH2:14][CH2:13]2)=[N:7][CH:6]=[CH:5][N:4]=1)#[N:2], predict the reactants needed to synthesize it. The reactants are: [C:1]([C:3]1[C:8](Cl)=[N:7][CH:6]=[CH:5][N:4]=1)#[N:2].O.Cl.[NH:12]1[CH2:17][CH2:16][C:15](=[O:18])[CH2:14][CH2:13]1. (3) Given the product [CH3:1][N:2]([CH:28]1[C:37]2[N:36]=[CH:35][CH:34]=[CH:33][C:32]=2[CH2:31][CH2:30][CH2:29]1)[CH2:3][C:4]([NH:38][C:39]1[CH:44]=[CH:43][CH:42]=[CH:41][C:40]=1[NH:45][CH2:46][CH2:47][C:48]1[CH:49]=[N:50][CH:51]=[CH:52][CH:53]=1)=[O:5], predict the reactants needed to synthesize it. The reactants are: [CH3:1][N:2]([CH:28]1[C:37]2[N:36]=[CH:35][CH:34]=[CH:33][C:32]=2[CH2:31][CH2:30][CH2:29]1)[CH2:3][C:4](NC1C=CC=CC=1N[C@H]1CC[C@H](NC(=O)OC(C)(C)C)CC1)=[O:5].[NH2:38][C:39]1[CH:44]=[CH:43][CH:42]=[CH:41][C:40]=1[NH:45][CH2:46][CH2:47][C:48]1[CH:49]=[N:50][CH:51]=[CH:52][CH:53]=1.CN(C1C2N=CC=CC=2CCC1)CC(O)=O. (4) Given the product [CH2:1]([O:8][C:9](=[O:37])[NH:10][CH2:11][CH2:12][CH2:13][CH2:14][C:15]1[CH:20]=[CH:19][C:18]([CH2:21][CH2:22][CH2:23][CH:24]([NH2:26])[CH3:25])=[CH:17][CH:16]=1)[C:2]1[CH:3]=[CH:4][CH:5]=[CH:6][CH:7]=1, predict the reactants needed to synthesize it. The reactants are: [CH2:1]([O:8][C:9](=[O:37])[NH:10][CH2:11][CH2:12][CH2:13][CH2:14][C:15]1[CH:20]=[CH:19][C:18]([CH2:21][CH2:22][CH2:23][CH:24]([N:26]2C(=O)C3C(=CC=CC=3)C2=O)[CH3:25])=[CH:17][CH:16]=1)[C:2]1[CH:7]=[CH:6][CH:5]=[CH:4][CH:3]=1.NN. (5) Given the product [Cl:1][C:2]1[CH:3]=[C:4]([C:8]2[C:13]([C:14]([NH:16][CH2:17][CH2:18][CH2:19][C:20]3[CH:25]=[CH:24][CH:23]=[CH:22][CH:21]=3)=[O:15])=[C:12]([CH3:26])[N:11]=[C:10]([NH:49][CH2:45][CH:46]([CH3:48])[CH3:47])[N:9]=2)[CH:5]=[C:6]([Cl:29])[CH:7]=1, predict the reactants needed to synthesize it. The reactants are: [Cl:1][C:2]1[CH:3]=[C:4]([C:8]2[C:13]([C:14]([NH:16][CH2:17][CH2:18][CH2:19][C:20]3[CH:25]=[CH:24][CH:23]=[CH:22][CH:21]=3)=[O:15])=[C:12]([CH3:26])[N:11]=[C:10](SC)[N:9]=2)[CH:5]=[CH:6][CH:7]=1.[Cl:29]C1C=CC=C(C(OO)=O)C=1.S(=O)(O)[O-].[Na+].[CH2:45]([NH2:49])[CH:46]([CH3:48])[CH3:47].